Dataset: Reaction yield outcomes from USPTO patents with 853,638 reactions. Task: Predict the reaction yield, written as a fraction of the theoretical maximum amount of product (1.0 means a 100% yield; for example, 0.34 means a 34% yield). (1) The reactants are [Cl:1][C:2]1[CH:3]=[CH:4][C:5]([N:10]2[CH:14]=[C:13]([CH3:15])[N:12]=[CH:11]2)=[C:6]([CH:9]=1)[C:7]#[N:8].[CH3:16][N+:17]([CH3:19])=[CH2:18].[I-]. The catalyst is CN(C=O)C. The product is [Cl:1][C:2]1[CH:3]=[CH:4][C:5]([N:10]2[C:14]([CH2:16][N:17]([CH3:19])[CH3:18])=[C:13]([CH3:15])[N:12]=[CH:11]2)=[C:6]([CH:9]=1)[C:7]#[N:8]. The yield is 0.170. (2) The reactants are [Br:1][C:2]1[CH:7]=[CH:6][C:5]([OH:8])=[CH:4][N:3]=1.[C:9]([N:16]1[CH2:21][CH2:20][CH:19]([CH2:22]O)[CH2:18][CH2:17]1)([O:11][C:12]([CH3:15])([CH3:14])[CH3:13])=[O:10].C1C=CC(P(C2C=CC=CC=2)C2C=CC=CC=2)=CC=1.N(C(OC(C)C)=O)=NC(OC(C)C)=O. The catalyst is C1COCC1. The product is [Br:1][C:2]1[N:3]=[CH:4][C:5]([O:8][CH2:22][CH:19]2[CH2:20][CH2:21][N:16]([C:9]([O:11][C:12]([CH3:13])([CH3:15])[CH3:14])=[O:10])[CH2:17][CH2:18]2)=[CH:6][CH:7]=1. The yield is 0.830. (3) The reactants are [CH3:1][O:2][C:3]1[C:4]([CH2:12][N:13]([CH3:15])[CH3:14])=[C:5]2[C:9](=[CH:10][CH:11]=1)[NH:8][CH:7]=[CH:6]2.CN(C=O)C.[F:21][C:22]([F:35])([F:34])[O:23][C:24]1[CH:29]=[CH:28][C:27]([S:30](Cl)(=[O:32])=[O:31])=[CH:26][CH:25]=1. No catalyst specified. The product is [CH3:1][O:2][C:3]1[C:4]([CH2:12][N:13]([CH3:14])[CH3:15])=[C:5]2[C:9](=[CH:10][CH:11]=1)[N:8]([S:30]([C:27]1[CH:26]=[CH:25][C:24]([O:23][C:22]([F:21])([F:34])[F:35])=[CH:29][CH:28]=1)(=[O:32])=[O:31])[CH:7]=[CH:6]2. The yield is 0.210. (4) The reactants are Cl[C:2]1[N:7]=[C:6]2[CH2:8][CH2:9][CH2:10][C:5]2=[C:4]([Cl:11])[CH:3]=1.[C:12]([N:19]1[CH:23]=[CH:22][CH:21]=[C:20]1B(O)O)([O:14][C:15]([CH3:18])([CH3:17])[CH3:16])=[O:13].C([O-])([O-])=O.[Cs+].[Cs+].C1(C)C=CC=CC=1. The catalyst is O.C(OCC)(=O)C.C1C=CC([P]([Pd]([P](C2C=CC=CC=2)(C2C=CC=CC=2)C2C=CC=CC=2)([P](C2C=CC=CC=2)(C2C=CC=CC=2)C2C=CC=CC=2)[P](C2C=CC=CC=2)(C2C=CC=CC=2)C2C=CC=CC=2)(C2C=CC=CC=2)C2C=CC=CC=2)=CC=1.CCO. The product is [Cl:11][C:4]1[CH:3]=[C:2]([C:20]2[N:19]([C:12]([O:14][C:15]([CH3:18])([CH3:17])[CH3:16])=[O:13])[CH:23]=[CH:22][CH:21]=2)[N:7]=[C:6]2[CH2:8][CH2:9][CH2:10][C:5]=12. The yield is 0.320. (5) The reactants are [OH:1][CH2:2][CH:3]1[CH2:21][O:20][C:6]2([CH2:9][N:8]([C:10]([O:12][CH2:13][C:14]3[CH:19]=[CH:18][CH:17]=[CH:16][CH:15]=3)=[O:11])[CH2:7]2)[O:5][CH2:4]1.C(Cl)Cl.[CH3:25][S:26](Cl)(=[O:28])=[O:27]. The yield is 1.00. The catalyst is CCOC(C)=O. The product is [CH3:25][S:26]([O:1][CH2:2][CH:3]1[CH2:21][O:20][C:6]2([CH2:9][N:8]([C:10]([O:12][CH2:13][C:14]3[CH:15]=[CH:16][CH:17]=[CH:18][CH:19]=3)=[O:11])[CH2:7]2)[O:5][CH2:4]1)(=[O:28])=[O:27]. (6) The reactants are Cl.[NH2:2][C:3]1[C:11]([OH:12])=[C:10]2[C:6]([CH2:7][CH2:8][CH:9]2[CH2:13][CH2:14][NH:15][C:16](=[O:18])[CH3:17])=[CH:5][CH:4]=1.[C:19](Cl)(=[O:23])[CH:20]([CH3:22])[CH3:21].O. The catalyst is N1C=CC=CC=1. The product is [C:16]([NH:15][CH2:14][CH2:13][CH:9]1[C:10]2[C:6](=[CH:5][CH:4]=[C:3]([NH:2][C:19](=[O:23])[CH:20]([CH3:22])[CH3:21])[C:11]=2[OH:12])[CH2:7][CH2:8]1)(=[O:18])[CH3:17]. The yield is 1.00.